Task: Predict the reactants needed to synthesize the given product.. Dataset: Full USPTO retrosynthesis dataset with 1.9M reactions from patents (1976-2016) (1) Given the product [ClH:1].[NH2:27][CH2:26][C:25]1[CH:24]=[CH:23][C:22]([C:20]([NH:19][C@H:14]2[CH2:15][CH2:16][CH2:17][CH2:18][C@@H:13]2[CH2:12][N:8]2[CH2:9][CH2:10][CH2:11][C@@H:6]([CH2:5][O:4][CH2:2][CH3:3])[CH2:7]2)=[O:21])=[CH:36][CH:35]=1, predict the reactants needed to synthesize it. The reactants are: [ClH:1].[CH2:2]([O:4][CH2:5][C@@H:6]1[CH2:11][CH2:10][CH2:9][N:8]([CH2:12][C@H:13]2[CH2:18][CH2:17][CH2:16][CH2:15][C@@H:14]2[NH:19][C:20]([C:22]2[CH:36]=[CH:35][C:25]([CH2:26][NH:27]C(=O)OC(C)(C)C)=[CH:24][CH:23]=2)=[O:21])[CH2:7]1)[CH3:3]. (2) Given the product [OH:49][NH:40][C:13](=[O:15])[CH2:12][C:11]1[CH:10]=[C:9]([C:16]([C:18]2[CH:26]=[C:25]3[C:21]([CH:22]=[C:23]([C:77]4[CH:82]=[CH:81][CH:80]=[CH:79][CH:78]=4)[NH:24]3)=[CH:20][CH:19]=2)=[O:17])[S:8][C:7]=1[C:62]1[CH:57]=[CH:58][CH:59]=[CH:60][CH:61]=1, predict the reactants needed to synthesize it. The reactants are: C1([C:7]2[S:8][C:9]([C:16]([C:18]3[CH:26]=[C:25]4[C:21]([CH:22]=[C:23](C5C=CC=CC=5)[NH:24]4)=[CH:20][CH:19]=3)=[O:17])=[CH:10][C:11]=2[CH2:12][C:13]([OH:15])=O)C=CC=CC=1.F[P-](F)(F)(F)(F)F.[N:40]1([O:49]C(N(C)C)=[N+](C)C)C2N=CC=CC=2N=N1.[CH:57]1[CH:58]=[CH:59][C:60]2N(O)N=N[C:61]=2[CH:62]=1.CCN(C(C)C)C(C)C.C(ON)(C1C=CC=CC=1)(C1C=CC=CC=1)[C:77]1[CH:82]=[CH:81][CH:80]=[CH:79][CH:78]=1.CC(O)=O.FC(F)(F)CO. (3) Given the product [F:27][C:10]1[CH:9]=[CH:8][CH:7]=[C:6]2[C:11]=1[C:12](=[O:26])[N:13]([C:14]1[CH:19]=[CH:18][CH:17]=[C:16]([O:20][CH2:21][C:22]([F:23])([F:25])[F:24])[CH:15]=1)[C:4]([C@@H:2]([NH:1][C:29]1[C:30]3[C:37]([C:38]([F:41])([F:40])[F:39])=[CH:36][NH:35][C:31]=3[N:32]=[CH:33][N:34]=1)[CH3:3])=[N:5]2, predict the reactants needed to synthesize it. The reactants are: [NH2:1][C@H:2]([C:4]1[N:13]([C:14]2[CH:19]=[CH:18][CH:17]=[C:16]([O:20][CH2:21][C:22]([F:25])([F:24])[F:23])[CH:15]=2)[C:12](=[O:26])[C:11]2[C:6](=[CH:7][CH:8]=[CH:9][C:10]=2[F:27])[N:5]=1)[CH3:3].Cl[C:29]1[C:30]2[C:37]([C:38]([F:41])([F:40])[F:39])=[CH:36][NH:35][C:31]=2[N:32]=[CH:33][N:34]=1.C(N(C(C)C)CC)(C)C. (4) Given the product [CH2:11]([C:10]1[NH:17][C:6](=[O:8])[CH2:5][N:4]=1)[CH2:12][CH2:13][CH3:14], predict the reactants needed to synthesize it. The reactants are: [OH-].[Na+].Cl.[NH2:4][CH2:5][C:6]([O:8]C)=O.[C:10](=[NH:17])(OC)[CH2:11][CH2:12][CH2:13][CH3:14].Cl. (5) Given the product [Cl:28][C:17]1[C:16]2[C:21](=[CH:22][CH:23]=[C:14]([C:12]3[O:13][C:9]([CH2:8][NH:7][CH2:6][CH2:5][S:2]([CH3:1])(=[O:4])=[O:3])=[CH:10][CH:11]=3)[CH:15]=2)[N:20]=[CH:19][N:18]=1, predict the reactants needed to synthesize it. The reactants are: [CH3:1][S:2]([CH2:5][CH2:6][NH:7][CH2:8][C:9]1[O:13][C:12]([C:14]2[CH:15]=[C:16]3[C:21](=[CH:22][CH:23]=2)[N:20]=[CH:19][N:18]=[C:17]3O)=[CH:11][CH:10]=1)(=[O:4])=[O:3].P(Cl)(Cl)(O[Cl:28])=O.C1(C)C=CC=CC=1.C(N(CC)CC)C.